From a dataset of Catalyst prediction with 721,799 reactions and 888 catalyst types from USPTO. Predict which catalyst facilitates the given reaction. Reactant: [Cl:1][C:2]1[CH:3]=[C:4]2[C:8](=[CH:9][CH:10]=1)[C:7](=[O:11])[N:6](CC1C=CC(OC)=CC=1)[C:5]2([CH3:22])[CH3:21]. Product: [Cl:1][C:2]1[CH:3]=[C:4]2[C:8](=[CH:9][CH:10]=1)[C:7](=[O:11])[NH:6][C:5]2([CH3:22])[CH3:21]. The catalyst class is: 55.